The task is: Regression. Given a peptide amino acid sequence and an MHC pseudo amino acid sequence, predict their binding affinity value. This is MHC class I binding data.. This data is from Peptide-MHC class I binding affinity with 185,985 pairs from IEDB/IMGT. (1) The peptide sequence is FPVTPQVPL. The MHC is HLA-B27:05 with pseudo-sequence HLA-B27:05. The binding affinity (normalized) is 0. (2) The peptide sequence is MLRTRVGTK. The MHC is HLA-A03:01 with pseudo-sequence HLA-A03:01. The binding affinity (normalized) is 0.700. (3) The peptide sequence is TPYDINQML. The MHC is HLA-B40:02 with pseudo-sequence HLA-B40:02. The binding affinity (normalized) is 0.